Dataset: Reaction yield outcomes from USPTO patents with 853,638 reactions. Task: Predict the reaction yield, written as a fraction of the theoretical maximum amount of product (1.0 means a 100% yield; for example, 0.34 means a 34% yield). (1) The reactants are [CH3:1][N:2]([CH3:16])[C:3]([CH3:15])([CH2:6][O:7][Si:8]([C:11]([CH3:14])([CH3:13])[CH3:12])([CH3:10])[CH3:9])[C:4]#[N:5].[C:17]1([Li])[CH:22]=[CH:21][CH:20]=[CH:19][CH:18]=1.[BH4-].[Na+].NC(C1C=CC=CC=1)C1(N(C)C)CCCC1. The catalyst is C(OCCCC)CCC.C1COCC1.CO. The product is [NH2:5][CH:4]([C:17]1[CH:22]=[CH:21][CH:20]=[CH:19][CH:18]=1)[C:3]([N:2]([CH3:16])[CH3:1])([CH2:6][O:7][Si:8]([C:11]([CH3:12])([CH3:14])[CH3:13])([CH3:10])[CH3:9])[CH3:15]. The yield is 0.330. (2) The reactants are Br[C:2]1[CH:11]=[CH:10][C:5]([C:6]([O:8][CH3:9])=[O:7])=[CH:4][C:3]=1[CH3:12].CC(C1C=C(C(C)C)C(C2C(P(C3CCCCC3)C3CCCCC3)=C(OC)C=CC=2OC)=C(C(C)C)C=1)C.[F:51]C1C=CC(C)=CC=1.CCCCCCCCCCCC. The catalyst is C1(C)C=CC=CC=1. The product is [F:51][C:2]1[CH:11]=[CH:10][C:5]([C:6]([O:8][CH3:9])=[O:7])=[CH:4][C:3]=1[CH3:12]. The yield is 0.830. (3) The reactants are C(OC([N:8]1[CH2:14][CH2:13][C:12]2[CH:15]=[C:16]([O:19][CH2:20][C:21]3[CH:26]=[CH:25][CH:24]=[CH:23][CH:22]=3)[CH:17]=[CH:18][C:11]=2[CH2:10][CH2:9]1)=O)(C)(C)C.FC(F)(F)C(O)=O. The catalyst is ClCCl. The product is [CH2:20]([O:19][C:16]1[CH:17]=[CH:18][C:11]2[CH2:10][CH2:9][NH:8][CH2:14][CH2:13][C:12]=2[CH:15]=1)[C:21]1[CH:22]=[CH:23][CH:24]=[CH:25][CH:26]=1. The yield is 0.930. (4) The reactants are C[O:2][C:3](=[O:35])[CH2:4][CH2:5][C:6]1[CH:11]=[CH:10][C:9]([O:12][CH2:13][CH2:14][C@H:15]([O:17][C:18]2[CH:23]=[CH:22][C:21]([CH2:24][CH3:25])=[CH:20][C:19]=2[C:26]([C:28]2[CH:33]=[CH:32][CH:31]=[CH:30][CH:29]=2)=[CH2:27])[CH3:16])=[CH:8][C:7]=1[CH3:34].[OH-].[Na+].Cl. The catalyst is CO.O. The product is [CH2:24]([C:21]1[CH:22]=[CH:23][C:18]([O:17][C@H:15]([CH3:16])[CH2:14][CH2:13][O:12][C:9]2[CH:10]=[CH:11][C:6]([CH2:5][CH2:4][C:3]([OH:35])=[O:2])=[C:7]([CH3:34])[CH:8]=2)=[C:19]([C:26]([C:28]2[CH:29]=[CH:30][CH:31]=[CH:32][CH:33]=2)=[CH2:27])[CH:20]=1)[CH3:25]. The yield is 0.190. (5) The reactants are [OH-].[Na+].[CH3:3][C:4]1[CH:5]=[C:6]([CH2:11][C:12]([NH:14][CH:15]([CH2:20][C:21]2[CH:26]=[CH:25][CH:24]=[CH:23][CH:22]=2)[C:16]([O:18]C)=[O:17])=[O:13])[CH:7]=[C:8]([CH3:10])[CH:9]=1. No catalyst specified. The product is [CH3:3][C:4]1[CH:5]=[C:6]([CH2:11][C:12]([NH:14][CH:15]([CH2:20][C:21]2[CH:22]=[CH:23][CH:24]=[CH:25][CH:26]=2)[C:16]([OH:18])=[O:17])=[O:13])[CH:7]=[C:8]([CH3:10])[CH:9]=1. The yield is 1.00. (6) The reactants are [CH:1]1([C:7]([C:9]2[O:10][C:11]3[CH:18]=[CH:17][C:16]([F:19])=[CH:15][C:12]=3[C:13]=2[CH3:14])=O)[CH2:6][CH2:5][CH2:4][CH2:3][CH2:2]1.[NH2:20][C:21]1[N:26]=[CH:25][C:24]([C:27]([O:29][CH3:30])=[O:28])=[CH:23][CH:22]=1.C(=O)([O-])O.[Na+].C([BH3-])#N.[Na+]. The catalyst is C(Cl)Cl.[Ti](Cl)(Cl)(Cl)Cl.C(O)(=O)C.O1CCCC1.C(O)C.C(N(CC)CC)C. The product is [CH:1]1([CH:7]([NH:20][C:21]2[N:26]=[CH:25][C:24]([C:27]([O:29][CH3:30])=[O:28])=[CH:23][CH:22]=2)[C:9]2[O:10][C:11]3[CH:18]=[CH:17][C:16]([F:19])=[CH:15][C:12]=3[C:13]=2[CH3:14])[CH2:6][CH2:5][CH2:4][CH2:3][CH2:2]1. The yield is 0.120. (7) The reactants are FC(F)(F)C(O)=O.[C:8]1([C:14]2[CH:19]=[C:18]([CH:20]3[CH2:25][CH2:24][NH:23][CH2:22][CH2:21]3)[CH:17]=[CH:16][C:15]=2[NH:26][C:27]([C:29]2[NH:30][CH:31]=[C:32]([C:34]#[N:35])[N:33]=2)=[O:28])[CH2:13][CH2:12][CH2:11][CH2:10][CH:9]=1.[C:36]([O:40][C:41]([NH:43][C:44]([CH3:50])([CH3:49])[CH2:45][C:46](O)=[O:47])=[O:42])([CH3:39])([CH3:38])[CH3:37].C1CN([P+](Br)(N2CCCC2)N2CCCC2)CC1.F[P-](F)(F)(F)(F)F.CCN(C(C)C)C(C)C. The catalyst is ClC(Cl)C.CCOC(C)=O. The product is [C:36]([O:40][C:41](=[O:42])[NH:43][C:44]([CH3:50])([CH3:49])[CH2:45][C:46]([N:23]1[CH2:22][CH2:21][CH:20]([C:18]2[CH:17]=[CH:16][C:15]([NH:26][C:27]([C:29]3[NH:30][CH:31]=[C:32]([C:34]#[N:35])[N:33]=3)=[O:28])=[C:14]([C:8]3[CH2:13][CH2:12][CH2:11][CH2:10][CH:9]=3)[CH:19]=2)[CH2:25][CH2:24]1)=[O:47])([CH3:39])([CH3:37])[CH3:38]. The yield is 0.700.